Dataset: Forward reaction prediction with 1.9M reactions from USPTO patents (1976-2016). Task: Predict the product of the given reaction. (1) Given the reactants Br[C:2]1[CH:8]=[C:7]([N+:9]([O-:11])=[O:10])[CH:6]=[CH:5][C:3]=1[NH2:4].C(C1(C)CC1)#C, predict the reaction product. The product is: [N+:9]([C:7]1[CH:8]=[CH:2][C:3]([NH2:4])=[CH:5][CH:6]=1)([O-:11])=[O:10]. (2) Given the reactants [NH2:1][C:2]1[CH:7]=[CH:6][C:5]([Cl:8])=[CH:4][C:3]=1[C:9]([NH:11][C:12]1[CH:17]=[CH:16][C:15]([Cl:18])=[CH:14][N:13]=1)=[O:10].C([C:21]1[CH:22]=[C:23]([CH:27]=[CH:28][CH:29]=1)[C:24](Cl)=[O:25])#N.[N:30]1C=CC=C[CH:31]=1, predict the reaction product. The product is: [Cl:8][C:5]1[CH:6]=[CH:7][C:2]([NH:1][C:24]([C:23]2[CH:22]=[CH:21][C:29]([C:31]#[N:30])=[CH:28][CH:27]=2)=[O:25])=[C:3]([C:9](=[O:10])[NH:11][C:12]2[CH:17]=[CH:16][C:15]([Cl:18])=[CH:14][N:13]=2)[CH:4]=1. (3) Given the reactants [C:1]1([C:7]2[O:11][C:10]([CH2:12][NH2:13])=[N:9][N:8]=2)[CH:6]=[CH:5][CH:4]=[CH:3][CH:2]=1.[F:14][C:15]([F:41])([F:40])[C:16]1[CH:21]=[CH:20][C:19]([C:22]2[C:23]([C:28]([NH:30][C:31]3[CH:32]=[C:33]([C:37](O)=[O:38])[N:34]([CH3:36])[CH:35]=3)=[O:29])=[CH:24][CH:25]=[CH:26][CH:27]=2)=[CH:18][CH:17]=1.CN(C(ON1N=NC2C=CC=CC1=2)=[N+](C)C)C.[B-](F)(F)(F)F.C(N(C(C)C)C(C)C)C, predict the reaction product. The product is: [C:1]1([C:7]2[O:11][C:10]([CH2:12][NH:13][C:37]([C:33]3[N:34]([CH3:36])[CH:35]=[C:31]([NH:30][C:28]([C:23]4[C:22]([C:19]5[CH:18]=[CH:17][C:16]([C:15]([F:41])([F:14])[F:40])=[CH:21][CH:20]=5)=[CH:27][CH:26]=[CH:25][CH:24]=4)=[O:29])[CH:32]=3)=[O:38])=[N:9][N:8]=2)[CH:2]=[CH:3][CH:4]=[CH:5][CH:6]=1. (4) Given the reactants [Br:1][C:2]1[CH:18]=[CH:17][C:5]([CH2:6][O:7][C:8]2[CH:13]=[CH:12][CH:11]=[C:10]([N+:14]([O-])=O)[CH:9]=2)=[CH:4][CH:3]=1.Cl[Sn]Cl, predict the reaction product. The product is: [Br:1][C:2]1[CH:18]=[CH:17][C:5]([CH2:6][O:7][C:8]2[CH:9]=[C:10]([NH2:14])[CH:11]=[CH:12][CH:13]=2)=[CH:4][CH:3]=1.